From a dataset of Forward reaction prediction with 1.9M reactions from USPTO patents (1976-2016). Predict the product of the given reaction. The product is: [Br:1][C:10]1[CH:11]=[C:12]2[C:7]([N:6]=[CH:5][C:4]([OH:13])=[N:3]2)=[CH:8][CH:9]=1. Given the reactants [Br:1]Br.[N:3]1[C:12]2[C:7](=[CH:8][CH:9]=[CH:10][CH:11]=2)[N:6]=[CH:5][C:4]=1[OH:13], predict the reaction product.